From a dataset of Peptide-MHC class I binding affinity with 185,985 pairs from IEDB/IMGT. Regression. Given a peptide amino acid sequence and an MHC pseudo amino acid sequence, predict their binding affinity value. This is MHC class I binding data. (1) The peptide sequence is TYSAGIVQI. The MHC is HLA-A30:02 with pseudo-sequence HLA-A30:02. The binding affinity (normalized) is 0. (2) The peptide sequence is IEELREHLL. The MHC is HLA-A26:01 with pseudo-sequence HLA-A26:01. The binding affinity (normalized) is 0. (3) The peptide sequence is DTVFDYYVL. The MHC is HLA-A02:01 with pseudo-sequence HLA-A02:01. The binding affinity (normalized) is 0.392. (4) The peptide sequence is FLLASVYSV. The MHC is HLA-A68:02 with pseudo-sequence HLA-A68:02. The binding affinity (normalized) is 0.293. (5) The peptide sequence is RTMFLFVFR. The MHC is HLA-A03:01 with pseudo-sequence HLA-A03:01. The binding affinity (normalized) is 0.399. (6) The peptide sequence is TWAYHGSYET. The binding affinity (normalized) is 0.290. The MHC is HLA-A24:02 with pseudo-sequence HLA-A24:02. (7) The MHC is HLA-B18:01 with pseudo-sequence HLA-B18:01. The binding affinity (normalized) is 0. The peptide sequence is PIQKETWETW. (8) The peptide sequence is NTVRSVEAI. The MHC is H-2-Db with pseudo-sequence H-2-Db. The binding affinity (normalized) is 0.216. (9) The peptide sequence is ELVNQIIEQL. The MHC is HLA-A03:01 with pseudo-sequence HLA-A03:01. The binding affinity (normalized) is 0.